From a dataset of Full USPTO retrosynthesis dataset with 1.9M reactions from patents (1976-2016). Predict the reactants needed to synthesize the given product. Given the product [Cl:1][C:2]1[C:3]([C:9]([O:11][CH2:12][CH3:13])=[O:10])=[N:4][C:5]([C:14]#[N:15])=[CH:6][CH:7]=1, predict the reactants needed to synthesize it. The reactants are: [Cl:1][C:2]1[C:3]([C:9]([O:11][CH2:12][CH3:13])=[O:10])=[N:4][C:5](I)=[CH:6][CH:7]=1.[C:14]([Cu])#[N:15].O.